Dataset: Reaction yield outcomes from USPTO patents with 853,638 reactions. Task: Predict the reaction yield, written as a fraction of the theoretical maximum amount of product (1.0 means a 100% yield; for example, 0.34 means a 34% yield). The reactants are [NH2:1][CH:2]1[CH2:7][CH2:6][N:5]([CH2:8][CH2:9][N:10]2[C:15]3[CH:16]=[C:17]([F:20])[CH:18]=[CH:19][C:14]=3[O:13][CH2:12][C:11]2=[O:21])[CH2:4][CH2:3]1.[O:22]1[C:31]2[CH:30]=[C:29]([CH:32]=O)[N:28]=[CH:27][C:26]=2[O:25][CH2:24][CH2:23]1.C([BH3-])#N.[Na+]. No catalyst specified. The product is [O:22]1[C:31]2[CH:30]=[C:29]([CH2:32][NH:1][CH:2]3[CH2:3][CH2:4][N:5]([CH2:8][CH2:9][N:10]4[C:15]5[CH:16]=[C:17]([F:20])[CH:18]=[CH:19][C:14]=5[O:13][CH2:12][C:11]4=[O:21])[CH2:6][CH2:7]3)[N:28]=[CH:27][C:26]=2[O:25][CH2:24][CH2:23]1. The yield is 0.320.